Task: Predict the reactants needed to synthesize the given product.. Dataset: Full USPTO retrosynthesis dataset with 1.9M reactions from patents (1976-2016) (1) Given the product [N:7]1[CH:8]=[CH:9][CH:10]=[C:5]([C:2]2[CH:3]=[C:11]([C:12]([O:14][CH2:15][CH3:16])=[O:13])[NH:23][N:22]=2)[CH:6]=1, predict the reactants needed to synthesize it. The reactants are: [Na].[C:2]([C:5]1[CH:6]=[N:7][CH:8]=[CH:9][CH:10]=1)(=O)[CH3:3].[C:11](OCC)(=O)[C:12]([O:14][CH2:15][CH3:16])=[O:13].Cl.[NH2:22][NH2:23].[OH-].[Na+]. (2) Given the product [C:1]([O:5][C:6](=[O:28])[CH2:7][C@@H:8]([CH2:12][CH2:13][CH2:14][C:15]1[CH:20]=[CH:19][C:18]([C:21]2[CH:22]=[CH:23][CH:24]=[CH:25][CH:26]=2)=[C:17]([CH3:27])[CH:16]=1)[C:9]([OH:11])=[O:10])([CH3:3])([CH3:4])[CH3:2], predict the reactants needed to synthesize it. The reactants are: [C:1]([O:5][C:6](=[O:28])[CH2:7]/[C:8](=[CH:12]\[CH2:13][CH2:14][C:15]1[CH:20]=[CH:19][C:18]([C:21]2[CH:26]=[CH:25][CH:24]=[CH:23][CH:22]=2)=[C:17]([CH3:27])[CH:16]=1)/[C:9]([OH:11])=[O:10])([CH3:4])([CH3:3])[CH3:2].